The task is: Predict the reactants needed to synthesize the given product.. This data is from Full USPTO retrosynthesis dataset with 1.9M reactions from patents (1976-2016). (1) Given the product [NH2:25][C@@H:11]([CH:12]([C:19]1[CH:24]=[CH:23][CH:22]=[CH:21][CH:20]=1)[C:13]1[CH:14]=[CH:15][CH:16]=[CH:17][CH:18]=1)[C:10]([NH:9][CH3:8])=[O:33], predict the reactants needed to synthesize it. The reactants are: C(O)(C(F)(F)F)=O.[CH3:8][NH:9][C:10](=[O:33])[C@@H:11]([NH:25]C(=O)OC(C)(C)C)[CH:12]([C:19]1[CH:24]=[CH:23][CH:22]=[CH:21][CH:20]=1)[C:13]1[CH:18]=[CH:17][CH:16]=[CH:15][CH:14]=1. (2) Given the product [Cl:23][C:24]1[CH:29]=[C:28]([C:36]2[CH:35]=[C:34]([F:33])[CH:39]=[CH:38][C:37]=2[S:43][CH3:44])[N:27]=[C:26]([S:31][CH3:32])[N:25]=1, predict the reactants needed to synthesize it. The reactants are: FC1C=C(C2N=C(SC)N=C(N3CCOC[C@@H]3C)C=2)C=NC=1.[Cl:23][C:24]1[CH:29]=[C:28](Cl)[N:27]=[C:26]([S:31][CH3:32])[N:25]=1.[F:33][C:34]1[CH:35]=[CH:36][C:37]([S:43][CH3:44])=[C:38](B(O)O)[CH:39]=1.